Dataset: Forward reaction prediction with 1.9M reactions from USPTO patents (1976-2016). Task: Predict the product of the given reaction. Given the reactants [OH:1][C@@H:2]([CH3:15])[CH2:3]OS(C1C=CC(C)=CC=1)(=O)=O.[N:16]1[CH:21]=[CH:20][CH:19]=[CH:18][C:17]=1[CH2:22][CH2:23][NH2:24].[I-].[Na+].[OH-].[Na+].[C:29](O[C:29]([O:31][C:32]([CH3:35])([CH3:34])[CH3:33])=[O:30])([O:31][C:32]([CH3:35])([CH3:34])[CH3:33])=[O:30], predict the reaction product. The product is: [OH:1][C@@H:2]([CH3:15])[CH2:3][N:24]([CH2:23][CH2:22][C:17]1[CH:18]=[CH:19][CH:20]=[CH:21][N:16]=1)[C:29](=[O:30])[O:31][C:32]([CH3:35])([CH3:34])[CH3:33].